Dataset: Catalyst prediction with 721,799 reactions and 888 catalyst types from USPTO. Task: Predict which catalyst facilitates the given reaction. (1) Reactant: [CH3:1][C:2]1[N:10]=[C:9]2[N:4]([C:5](=[S:11])[NH:6][CH2:7][CH2:8]2)[N:3]=1.I[CH3:13]. Product: [CH3:1][C:2]1[N:10]=[C:9]2[N:4]([C:5]([S:11][CH3:13])=[N:6][CH2:7][CH2:8]2)[N:3]=1. The catalyst class is: 74. (2) Reactant: C(OC([NH:8][N:9]1[C:13]([C:14]#[N:15])=[CH:12][CH:11]=[C:10]1[CH:16]1[CH2:19][N:18]([C:20]([O:22][CH2:23][C:24]2[CH:29]=[CH:28][CH:27]=[CH:26][CH:25]=2)=[O:21])[CH2:17]1)=O)(C)(C)C.C([O-])([O-])=O.[Na+].[Na+]. Product: [NH2:8][N:9]1[C:13]([C:14]#[N:15])=[CH:12][CH:11]=[C:10]1[CH:16]1[CH2:17][N:18]([C:20]([O:22][CH2:23][C:24]2[CH:29]=[CH:28][CH:27]=[CH:26][CH:25]=2)=[O:21])[CH2:19]1. The catalyst class is: 71. (3) Reactant: [C:1]([CH2:8][N:9]1[CH2:22][CH2:21][CH2:20][NH:19][CH2:18][CH2:17][N:16]([CH2:23][C:24]([O:26][C:27]([CH3:30])([CH3:29])[CH3:28])=[O:25])[CH2:15][CH2:14][CH2:13][NH:12][CH2:11][CH2:10]1)([O:3][C:4]([CH3:7])([CH3:6])[CH3:5])=[O:2].C(N(CC)CC)C.[N+:38]([C:41]1[CH:48]=[CH:47][C:44]([CH2:45]Br)=[CH:43][CH:42]=1)([O-:40])=[O:39]. Product: [C:24]([CH2:23][N:16]1[CH2:15][CH2:14][CH2:13][NH:12][CH2:11][CH2:10][N:9]([CH2:8][C:1]([O:3][C:4]([CH3:6])([CH3:5])[CH3:7])=[O:2])[CH2:22][CH2:21][CH2:20][N:19]([CH2:45][C:44]2[CH:47]=[CH:48][C:41]([N+:38]([O-:40])=[O:39])=[CH:42][CH:43]=2)[CH2:18][CH2:17]1)([O:26][C:27]([CH3:30])([CH3:29])[CH3:28])=[O:25]. The catalyst class is: 22. (4) Reactant: [CH3:1][C:2]1[CH:3]=[C:4]([C:8]2[N:9]=[C:10]3[CH:15]=[CH:14][CH:13]=[N:12][N:11]3[C:16]=2[C:17]2[CH:22]=[CH:21][N:20]=[C:19]([NH2:23])[CH:18]=2)[CH:5]=[CH:6][CH:7]=1.C(N(CC)CC)C.[C:31](Cl)(=[O:38])[C:32]1[CH:37]=[CH:36][CH:35]=[CH:34][CH:33]=1.C(=O)([O-])O.[Na+].N.C(O)C. Product: [CH3:1][C:2]1[CH:3]=[C:4]([C:8]2[N:9]=[C:10]3[CH:15]=[CH:14][CH:13]=[N:12][N:11]3[C:16]=2[C:17]2[CH:22]=[CH:21][N:20]=[C:19]([NH:23][C:31](=[O:38])[C:32]3[CH:37]=[CH:36][CH:35]=[CH:34][CH:33]=3)[CH:18]=2)[CH:5]=[CH:6][CH:7]=1. The catalyst class is: 4. (5) Reactant: [N:1]1([C:7]2[N:12]=[CH:11][C:10]([S:13](Cl)(=[O:15])=[O:14])=[CH:9][CH:8]=2)[CH2:6][CH2:5][O:4][CH2:3][CH2:2]1.[NH3:17]. Product: [N:1]1([C:7]2[N:12]=[CH:11][C:10]([S:13]([NH2:17])(=[O:15])=[O:14])=[CH:9][CH:8]=2)[CH2:6][CH2:5][O:4][CH2:3][CH2:2]1. The catalyst class is: 12.